The task is: Predict which catalyst facilitates the given reaction.. This data is from Catalyst prediction with 721,799 reactions and 888 catalyst types from USPTO. (1) Reactant: [OH:1][CH:2]1[CH2:5][N:4]([C:6]([C:8]2[O:9][C:10]([C:13]3[CH:18]=[CH:17][CH:16]=[CH:15][CH:14]=3)=[N:11][N:12]=2)=[O:7])[CH2:3]1.C(N(CC)CC)C.[CH3:26][S:27](Cl)(=[O:29])=[O:28]. Product: [CH3:26][S:27]([O:1][CH:2]1[CH2:5][N:4]([C:6]([C:8]2[O:9][C:10]([C:13]3[CH:14]=[CH:15][CH:16]=[CH:17][CH:18]=3)=[N:11][N:12]=2)=[O:7])[CH2:3]1)(=[O:29])=[O:28]. The catalyst class is: 4. (2) Product: [CH3:6][C:7]([C:12]1[CH:17]=[CH:16][C:15]([N+:18]([O-:20])=[O:19])=[CH:14][CH:13]=1)([CH3:11])[CH2:8][CH2:9][NH:22][C:1](=[O:4])[CH3:2]. Reactant: [C:1]([O-:4])(=O)[CH3:2].[NH4+].[CH3:6][C:7]([C:12]1[CH:17]=[CH:16][C:15]([N+:18]([O-:20])=[O:19])=[CH:14][CH:13]=1)([CH3:11])[CH2:8][CH:9]=O.C([BH3-])#[N:22].[Na+]. The catalyst class is: 100. (3) Reactant: [Cl:1][C:2]1[CH:18]=[CH:17][C:5]([C:6]([C:8]2[CH:16]=[CH:15][C:11]([C:12]([OH:14])=O)=[CH:10][CH:9]=2)=[O:7])=[CH:4][C:3]=1[S:19](=[O:22])(=[O:21])[NH2:20].C(N=C=NCCCN(C)C)C.ON1C2N=CC=CC=2N=N1.C(N(CC)CC)C.[N:51]1[CH:56]=[CH:55][CH:54]=[CH:53][C:52]=1[CH2:57][CH2:58][NH2:59].FC(F)(F)C(O)=O. Product: [Cl:1][C:2]1[CH:18]=[CH:17][C:5]([C:6]([C:8]2[CH:16]=[CH:15][C:11]([C:12]([NH:59][CH2:58][CH2:57][C:52]3[CH:53]=[CH:54][CH:55]=[CH:56][N:51]=3)=[O:14])=[CH:10][CH:9]=2)=[O:7])=[CH:4][C:3]=1[S:19](=[O:21])(=[O:22])[NH2:20]. The catalyst class is: 96.